From a dataset of Catalyst prediction with 721,799 reactions and 888 catalyst types from USPTO. Predict which catalyst facilitates the given reaction. (1) Reactant: [NH2:1][C:2]1[CH:7]=[C:6](Cl)[CH:5]=[CH:4][N:3]=1.[B:9]1(B2OC(C)(C)C(C)(C)O2)[O:13]C(C)(C)C(C)(C)[O:10]1.C1(P(C2CCCCC2)C2C=CC=CC=2C2C(OC)=CC=CC=2OC)CCCCC1.C([O-])(=O)C.[K+]. Product: [NH2:1][C:2]1[CH:7]=[C:6]([B:9]([OH:13])[OH:10])[CH:5]=[CH:4][N:3]=1. The catalyst class is: 62. (2) Reactant: [C:1]1([C:7]2[CH:12]=[CH:11][CH:10]=[CH:9][C:8]=2[OH:13])[CH:6]=[CH:5][CH:4]=[CH:3][CH:2]=1.C([Li])CCC.[Cl:19][Ti:20](Cl)([Cl:31])[C:21]1([CH3:30])[C:25]([CH3:26])=[C:24]([CH3:27])[C:23]([CH3:28])=[C:22]1[CH3:29]. Product: [Cl:19][Ti:20]([Cl:31])([C:21]1([CH3:30])[C:22]([CH3:29])=[C:23]([CH3:28])[C:24]([CH3:27])=[C:25]1[CH3:26])[O:13][C:8]1[CH:9]=[CH:10][CH:11]=[CH:12][C:7]=1[C:1]1[CH:2]=[CH:3][CH:4]=[CH:5][CH:6]=1. The catalyst class is: 11.